Dataset: Forward reaction prediction with 1.9M reactions from USPTO patents (1976-2016). Task: Predict the product of the given reaction. (1) Given the reactants [OH:1][C:2]1[CH:3]=[C:4]([CH:7]=[CH:8][C:9]=1[OH:10])[CH:5]=[O:6].[CH:11]1(Br)[CH2:15][CH2:14][CH2:13][CH2:12]1.C(=O)([O-])[O-].[K+].[K+], predict the reaction product. The product is: [CH:11]1([O:10][C:9]2[CH:8]=[CH:7][C:4]([CH:5]=[O:6])=[CH:3][C:2]=2[OH:1])[CH2:15][CH2:14][CH2:13][CH2:12]1. (2) Given the reactants [CH:1]1([C:4](=[O:24])[CH2:5][C:6]([C:8]2[CH:13]=[CH:12][C:11]([C:14]([F:17])([F:16])[F:15])=[C:10]([NH:18][CH3:19])[C:9]=2[S:20]([CH3:23])(=[O:22])=[O:21])=[O:7])[CH2:3][CH2:2]1.CO[CH:27](OC)[N:28]([CH3:30])[CH3:29], predict the reaction product. The product is: [CH:1]1([C:4](=[O:24])[C:5](=[CH:27][N:28]([CH3:30])[CH3:29])[C:6]([C:8]2[CH:13]=[CH:12][C:11]([C:14]([F:15])([F:17])[F:16])=[C:10]([NH:18][CH3:19])[C:9]=2[S:20]([CH3:23])(=[O:21])=[O:22])=[O:7])[CH2:3][CH2:2]1.